This data is from Full USPTO retrosynthesis dataset with 1.9M reactions from patents (1976-2016). The task is: Predict the reactants needed to synthesize the given product. Given the product [CH3:7][O:8][C:9]([C:11]1[C:20]2[O:19][CH2:18][C:17](=[O:21])[N:16]([CH3:1])[C:15]=2[CH:14]=[CH:13][CH:12]=1)=[O:10], predict the reactants needed to synthesize it. The reactants are: [C:1]([O-])([O-])=O.[K+].[K+].[CH3:7][O:8][C:9]([C:11]1[C:20]2[O:19][CH2:18][C:17](=[O:21])[NH:16][C:15]=2[CH:14]=[CH:13][CH:12]=1)=[O:10].CI.O.